From a dataset of Forward reaction prediction with 1.9M reactions from USPTO patents (1976-2016). Predict the product of the given reaction. (1) Given the reactants BrC1C=C(S(NC2C(O)=CC(Cl)=CN=2)(=O)=O)C=NC=1.[Cl:20][C:21]1[S:22][C:23]([Cl:42])=[CH:24][C:25]=1[S:26]([NH:29][C:30]1[N:35]=[CH:34][C:33]([C:36]([O:38][CH3:39])=[O:37])=[CH:32][C:31]=1[O:40]C)(=[O:28])=[O:27].BrC1C=C(S(NC2C(OC)=CC(Cl)=CN=2)(=O)=O)C=NC=1.B(Br)(Br)Br, predict the reaction product. The product is: [Cl:20][C:21]1[S:22][C:23]([Cl:42])=[CH:24][C:25]=1[S:26]([NH:29][C:30]1[N:35]=[CH:34][C:33]([C:36]([O:38][CH3:39])=[O:37])=[CH:32][C:31]=1[OH:40])(=[O:27])=[O:28]. (2) Given the reactants [CH2:1]([O:8][C:9]1[CH:26]=[C:25]([N+:27]([O-:29])=[O:28])[C:24]([CH2:30][CH2:31][Cl:32])=[CH:23][C:10]=1[NH:11][C:12]([CH2:18][C:19]([O:21][CH3:22])=[O:20])(O)[C:13]([O:15][CH3:16])=[O:14])[C:2]1[CH:7]=[CH:6][CH:5]=[CH:4][CH:3]=1, predict the reaction product. The product is: [CH2:1]([O:8][C:9]1[CH:26]=[C:25]([N+:27]([O-:29])=[O:28])[C:24]([CH2:30][CH2:31][Cl:32])=[C:23]2[C:10]=1[NH:11][C:12]([C:13]([O:15][CH3:16])=[O:14])=[C:18]2[C:19]([O:21][CH3:22])=[O:20])[C:2]1[CH:7]=[CH:6][CH:5]=[CH:4][CH:3]=1. (3) Given the reactants [Cl:1][C:2]1[CH:3]=[C:4]2[CH:10]=[C:9]([C:11]([OH:13])=O)[NH:8][C:5]2=[CH:6][N:7]=1.Cl.[NH2:15][C@H:16]([CH2:26][C:27]1[CH:32]=[CH:31][C:30]([F:33])=[CH:29][CH:28]=1)[C:17]([N:19]1[CH2:24][CH2:23][CH:22]([OH:25])[CH2:21][CH2:20]1)=[O:18], predict the reaction product. The product is: [F:33][C:30]1[CH:31]=[CH:32][C:27]([CH2:26][C@@H:16]([NH:15][C:11]([C:9]2[NH:8][C:5]3=[CH:6][N:7]=[C:2]([Cl:1])[CH:3]=[C:4]3[CH:10]=2)=[O:13])[C:17]([N:19]2[CH2:20][CH2:21][CH:22]([OH:25])[CH2:23][CH2:24]2)=[O:18])=[CH:28][CH:29]=1. (4) Given the reactants [CH3:1][C:2]1[CH:10]=[CH:9][C:5]([C:6]([OH:8])=O)=[C:4]([N:11]2[CH2:16][CH2:15][CH:14]([CH3:17])[CH2:13][CH2:12]2)[CH:3]=1.[NH2:18][C:19]1[CH:24]=[CH:23][C:22]([N:25]([CH2:33][CH2:34][C:35]2[N:36]=[C:37]([NH:40][C:41]([O:43][C:44]([CH3:47])([CH3:46])[CH3:45])=[O:42])[S:38][CH:39]=2)[C:26](=[O:32])[O:27][C:28]([CH3:31])([CH3:30])[CH3:29])=[CH:21][CH:20]=1.ON1C2C=CC=CC=2N=N1.Cl.CN(C)CCCN=C=NCC, predict the reaction product. The product is: [C:44]([O:43][C:41]([NH:40][C:37]1[S:38][CH:39]=[C:35]([CH2:34][CH2:33][N:25]([C:22]2[CH:23]=[CH:24][C:19]([NH:18][C:6](=[O:8])[C:5]3[CH:9]=[CH:10][C:2]([CH3:1])=[CH:3][C:4]=3[N:11]3[CH2:16][CH2:15][CH:14]([CH3:17])[CH2:13][CH2:12]3)=[CH:20][CH:21]=2)[C:26](=[O:32])[O:27][C:28]([CH3:30])([CH3:31])[CH3:29])[N:36]=1)=[O:42])([CH3:45])([CH3:46])[CH3:47]. (5) Given the reactants [CH3:1][Mg]Br.CON(C)[C:7]([C@@H:9]1[CH2:13][CH2:12][CH2:11][N:10]1[C:14]([O:16][CH2:17][C:18]1[CH:23]=[CH:22][CH:21]=[CH:20][CH:19]=1)=[O:15])=[O:8].[Cl-].[NH4+], predict the reaction product. The product is: [C:7]([C@@H:9]1[CH2:13][CH2:12][CH2:11][N:10]1[C:14]([O:16][CH2:17][C:18]1[CH:19]=[CH:20][CH:21]=[CH:22][CH:23]=1)=[O:15])(=[O:8])[CH3:1]. (6) Given the reactants [Br:1][C:2]1[CH:7]=[C:6]([F:8])[CH:5]=[CH:4][C:3]=1[C:9]([CH3:15])([CH3:14])[CH2:10][C:11]([OH:13])=O.C1(C)C=CC=CC=1.[F:23][C:24]([F:35])([F:34])C(OC(=O)[C:24]([F:35])([F:34])[F:23])=O, predict the reaction product. The product is: [F:23][C:24]([F:35])([F:34])[C:11](=[O:13])[CH2:10][C:9]([C:3]1[CH:4]=[CH:5][C:6]([F:8])=[CH:7][C:2]=1[Br:1])([CH3:15])[CH3:14]. (7) Given the reactants [Cl:1][C:2]1[CH:3]=[C:4]2[C:9](=[CH:10][CH:11]=1)[NH:8][C:7](=[O:12])[N:6]([CH2:13][C:14]([F:17])([F:16])[F:15])[C:5]2([C:22]1C=CC=[CH:24][CH:23]=1)[C:18]([F:21])([F:20])[F:19].ClC1C=C2C(=CC=1)NC(=O)N(CC(F)(F)F)C2(O)C(F)(F)F.C([Mg]Br)C=C, predict the reaction product. The product is: [CH2:22]([C:5]1([C:18]([F:20])([F:21])[F:19])[C:4]2[C:9](=[CH:10][CH:11]=[C:2]([Cl:1])[CH:3]=2)[NH:8][C:7](=[O:12])[N:6]1[CH2:13][C:14]([F:15])([F:17])[F:16])[CH:23]=[CH2:24]. (8) Given the reactants Br.Br[CH2:3][C:4]([C:6]1[CH:11]=[CH:10][N:9]=[CH:8][CH:7]=1)=O.[CH2:12]([C:14]1[CH:15]=[C:16]([NH:20][C:21]([NH2:23])=[S:22])[CH:17]=[CH:18][CH:19]=1)[CH3:13].N, predict the reaction product. The product is: [CH2:12]([C:14]1[CH:15]=[C:16]([NH:20][C:21]2[S:22][CH:3]=[C:4]([C:6]3[CH:11]=[CH:10][N:9]=[CH:8][CH:7]=3)[N:23]=2)[CH:17]=[CH:18][CH:19]=1)[CH3:13]. (9) Given the reactants [CH2:1]([N:3]1[C:15]2[CH:14]=[CH:13][C:12]([NH:16][C:17](=[O:25])[CH2:18][C:19]([OH:24])([CH3:23])[CH2:20][CH2:21][OH:22])=[CH:11][C:10]=2[C:9]2[C:4]1=[CH:5][CH:6]=[CH:7][CH:8]=2)[CH3:2].[Cl:26][C:27]1[CH:34]=[C:33](F)[CH:32]=[CH:31][C:28]=1[C:29]#[N:30].CC(C)([O-])C.[K+].O, predict the reaction product. The product is: [Cl:26][C:27]1[CH:34]=[C:33]([CH:32]=[CH:31][C:28]=1[C:29]#[N:30])[O:22][CH2:21][CH2:20][C:19]([OH:24])([CH3:23])[CH2:18][C:17]([NH:16][C:12]1[CH:13]=[CH:14][C:15]2[N:3]([CH2:1][CH3:2])[C:4]3[C:9]([C:10]=2[CH:11]=1)=[CH:8][CH:7]=[CH:6][CH:5]=3)=[O:25]. (10) Given the reactants [CH3:1][N:2]1[C:15]2[CH:14]=[CH:13][C:12]([C:16]([O:18]CC)=[O:17])=[CH:11][C:10]=2[S:9](=[O:22])(=[O:21])[C:8]2[C:3]1=[CH:4][C:5]([CH:23]([C:31](=[O:39])[NH:32][C:33]1[CH:37]=[CH:36][N:35]([CH3:38])[N:34]=1)[CH2:24][CH:25]1[CH2:29][CH2:28][C:27](=[O:30])[CH2:26]1)=[CH:6][CH:7]=2.[OH-].[Na+], predict the reaction product. The product is: [CH3:1][N:2]1[C:15]2[CH:14]=[CH:13][C:12]([C:16]([OH:18])=[O:17])=[CH:11][C:10]=2[S:9](=[O:21])(=[O:22])[C:8]2[C:3]1=[CH:4][C:5]([CH:23]([C:31](=[O:39])[NH:32][C:33]1[CH:37]=[CH:36][N:35]([CH3:38])[N:34]=1)[CH2:24][CH:25]1[CH2:29][CH2:28][C:27](=[O:30])[CH2:26]1)=[CH:6][CH:7]=2.